Predict the product of the given reaction. From a dataset of Forward reaction prediction with 1.9M reactions from USPTO patents (1976-2016). (1) Given the reactants [C:1]([O:9][C@H:10]([CH2:15][CH2:16][CH:17]([OH:65])/[CH:18]=[CH:19]/[C@@H:20]([C@@H:29]1[O:34][C@H:33]2[CH2:35][CH2:36][C@H:37]([CH2:39][CH2:40][O:41][Si:42]([CH2:47][CH3:48])([CH2:45][CH3:46])[CH2:43][CH3:44])[O:38][C@@H:32]2[C@H:31]([O:49][Si:50]([C:53]([CH3:56])([CH3:55])[CH3:54])([CH3:52])[CH3:51])[C@@H:30]1[O:57][Si:58]([C:61]([CH3:64])([CH3:63])[CH3:62])([CH3:60])[CH3:59])[O:21][Si:22]([C:25]([CH3:28])([CH3:27])[CH3:26])([CH3:24])[CH3:23])[CH2:11][C:12]([Br:14])=[CH2:13])(=[O:8])[C:2]1[CH:7]=[CH:6][CH:5]=[CH:4][CH:3]=1.C(=O)(O)[O-].[Na+].CC(OI1(OC(C)=O)(OC(C)=O)OC(=O)C2C=CC=CC1=2)=O, predict the reaction product. The product is: [C:1]([O:9][C@H:10]([CH2:15][CH2:16][C:17](=[O:65])/[CH:18]=[CH:19]/[C@@H:20]([C@@H:29]1[O:34][C@H:33]2[CH2:35][CH2:36][C@H:37]([CH2:39][CH2:40][O:41][Si:42]([CH2:45][CH3:46])([CH2:43][CH3:44])[CH2:47][CH3:48])[O:38][C@@H:32]2[C@H:31]([O:49][Si:50]([C:53]([CH3:56])([CH3:55])[CH3:54])([CH3:51])[CH3:52])[C@@H:30]1[O:57][Si:58]([C:61]([CH3:62])([CH3:63])[CH3:64])([CH3:59])[CH3:60])[O:21][Si:22]([C:25]([CH3:26])([CH3:28])[CH3:27])([CH3:23])[CH3:24])[CH2:11][C:12]([Br:14])=[CH2:13])(=[O:8])[C:2]1[CH:7]=[CH:6][CH:5]=[CH:4][CH:3]=1. (2) Given the reactants [Cl:1][C:2]1[C:3]([C:14]2[C:22]3[C:17](=[CH:18][CH:19]=[CH:20][CH:21]=3)[N:16]([S:23]([C:26]3[CH:31]=[CH:30][CH:29]=[CH:28][CH:27]=3)(=[O:25])=[O:24])[CH:15]=2)=[N:4][C:5]([NH:8][C@@H:9]2[CH2:13][CH2:12][NH:11][CH2:10]2)=[N:6][CH:7]=1.[C:32]([O:36][C:37]([NH:39][C:40]1[CH:48]=[CH:47][C:43]([C:44](O)=[O:45])=[CH:42][CH:41]=1)=[O:38])([CH3:35])([CH3:34])[CH3:33].CN(C(ON1N=NC2C=CC=CC1=2)=[N+](C)C)C.F[P-](F)(F)(F)(F)F.C(N(C(C)C)CC)(C)C, predict the reaction product. The product is: [Cl:1][C:2]1[C:3]([C:14]2[C:22]3[C:17](=[CH:18][CH:19]=[CH:20][CH:21]=3)[N:16]([S:23]([C:26]3[CH:31]=[CH:30][CH:29]=[CH:28][CH:27]=3)(=[O:25])=[O:24])[CH:15]=2)=[N:4][C:5]([NH:8][C@@H:9]2[CH2:13][CH2:12][N:11]([C:44]([C:43]3[CH:42]=[CH:41][C:40]([NH:39][C:37](=[O:38])[O:36][C:32]([CH3:34])([CH3:33])[CH3:35])=[CH:48][CH:47]=3)=[O:45])[CH2:10]2)=[N:6][CH:7]=1. (3) Given the reactants [F:1][C:2]([F:11])([F:10])[C:3]1[N:8]=[CH:7][C:6]([OH:9])=[CH:5][CH:4]=1.Br[CH2:13][CH2:14][OH:15].O[C:17]1[CH:22]=[CH:21][C:20]([CH:23]([C:29]#[C:30][CH3:31])[CH2:24][C:25]([O:27]C)=[O:26])=[CH:19][CH:18]=1, predict the reaction product. The product is: [F:11][C:2]([F:1])([F:10])[C:3]1[N:8]=[CH:7][C:6]([O:9][CH2:13][CH2:14][O:15][C:17]2[CH:22]=[CH:21][C:20]([CH:23]([C:29]#[C:30][CH3:31])[CH2:24][C:25]([OH:27])=[O:26])=[CH:19][CH:18]=2)=[CH:5][CH:4]=1.